Task: Predict the product of the given reaction.. Dataset: Forward reaction prediction with 1.9M reactions from USPTO patents (1976-2016) (1) Given the reactants [Br:1][C:2]1[CH:7]=[CH:6][CH:5]=[C:4]([C:8]#[CH:9])[N:3]=1.[CH3:10][Si:11]([CH2:14][N:15]=[N+:16]=[N-:17])([CH3:13])[CH3:12].O=C1O[C@H]([C@H](CO)O)C([O-])=C1O.[Na+], predict the reaction product. The product is: [Br:1][C:2]1[CH:7]=[CH:6][CH:5]=[C:4]([C:8]2[N:17]=[N:16][N:15]([CH2:14][Si:11]([CH3:13])([CH3:12])[CH3:10])[CH:9]=2)[N:3]=1. (2) Given the reactants [BrH:1].BrBr.[CH2:4]([N:11]1[CH2:17][CH2:16][CH2:15][C:14](=[O:18])[CH2:13][CH2:12]1)[C:5]1[CH:10]=[CH:9][CH:8]=[CH:7][CH:6]=1, predict the reaction product. The product is: [CH2:4]([N:11]1[CH2:17][CH2:16][CH:15]([Br:1])[C:14](=[O:18])[CH2:13][CH2:12]1)[C:5]1[CH:6]=[CH:7][CH:8]=[CH:9][CH:10]=1. (3) Given the reactants F[C:2]1[CH:11]=[C:10]([F:12])[CH:9]=[C:8]2[C:3]=1[C:4](=[O:25])[NH:5][C:6]([C:13]1[CH:18]=[C:17]([CH3:19])[C:16]([O:20][CH2:21][O:22][CH3:23])=[C:15]([CH3:24])[CH:14]=1)=[N:7]2.[CH3:26][O-:27].[Na+].CO, predict the reaction product. The product is: [F:12][C:10]1[CH:9]=[C:8]2[C:3]([C:4](=[O:25])[NH:5][C:6]([C:13]3[CH:14]=[C:15]([CH3:24])[C:16]([O:20][CH2:21][O:22][CH3:23])=[C:17]([CH3:19])[CH:18]=3)=[N:7]2)=[C:2]([O:27][CH3:26])[CH:11]=1. (4) Given the reactants [C:1]([O:5][C:6]([N:8]1[C:16]2[C:11](=[CH:12][C:13]([O:17][Si](C(C)(C)C)(C)C)=[CH:14][CH:15]=2)[CH:10]=[C:9]1[C:25]1[C:26]2[S:39][CH:38]=[CH:37][C:27]=2[N:28]([C:30]([O:32][C:33]([CH3:36])([CH3:35])[CH3:34])=[O:31])[N:29]=1)=[O:7])([CH3:4])([CH3:3])[CH3:2].CCCC[N+](CCCC)(CCCC)CCCC.[F-], predict the reaction product. The product is: [C:1]([O:5][C:6]([N:8]1[C:16]2[C:11](=[CH:12][C:13]([OH:17])=[CH:14][CH:15]=2)[CH:10]=[C:9]1[C:25]1[C:26]2[S:39][CH:38]=[CH:37][C:27]=2[N:28]([C:30]([O:32][C:33]([CH3:36])([CH3:35])[CH3:34])=[O:31])[N:29]=1)=[O:7])([CH3:4])([CH3:2])[CH3:3]. (5) Given the reactants [CH2:1]([O:3][C:4](=[O:20])[CH2:5][C:6]1[C:14]2[C:9](=[CH:10][CH:11]=[CH:12][CH:13]=2)[NH:8][C:7]=1[C:15]([O:17][CH2:18][CH3:19])=[O:16])[CH3:2].[CH3:21][O:22][C:23](=[O:31])[C:24]1[CH:29]=[CH:28][CH:27]=[C:26](Br)[CH:25]=1.C([O-])([O-])=O.[K+].[K+], predict the reaction product. The product is: [CH2:18]([O:17][C:15]([C:7]1[N:8]([C:26]2[CH:27]=[CH:28][CH:29]=[C:24]([C:23]([O:22][CH3:21])=[O:31])[CH:25]=2)[C:9]2[C:14]([C:6]=1[CH2:5][C:4]([O:3][CH2:1][CH3:2])=[O:20])=[CH:13][CH:12]=[CH:11][CH:10]=2)=[O:16])[CH3:19]. (6) Given the reactants [C:1]([O:5][C:6]([N:8]1[CH2:13][CH2:12][CH:11]([C:14]([OH:16])=O)[CH2:10][CH2:9]1)=[O:7])([CH3:4])([CH3:3])[CH3:2].[CH3:17][NH:18][O:19][CH3:20], predict the reaction product. The product is: [CH3:20][O:19][N:18]([CH3:17])[C:14]([CH:11]1[CH2:10][CH2:9][N:8]([C:6]([O:5][C:1]([CH3:2])([CH3:3])[CH3:4])=[O:7])[CH2:13][CH2:12]1)=[O:16]. (7) Given the reactants [ClH:1].Cl.[CH:3]1([C:9]2[N:10]=[N:11][C:12]([O:28][CH:29]3[CH2:34][CH2:33][NH:32][CH2:31][CH2:30]3)=[CH:13][C:14]=2[C:15]2[CH:20]=[CH:19][C:18]([O:21][CH:22]3[CH2:27][CH2:26][CH2:25][CH2:24][CH2:23]3)=[CH:17][CH:16]=2)[CH2:8][CH2:7][CH2:6][CH2:5][CH2:4]1.Cl.[CH2:36](OCC)C, predict the reaction product. The product is: [ClH:1].[ClH:1].[CH:3]1([C:9]2[N:10]=[N:11][C:12]([O:28][CH:29]3[CH2:30][CH2:31][N:32]([CH3:36])[CH2:33][CH2:34]3)=[CH:13][C:14]=2[C:15]2[CH:20]=[CH:19][C:18]([O:21][CH:22]3[CH2:27][CH2:26][CH2:25][CH2:24][CH2:23]3)=[CH:17][CH:16]=2)[CH2:4][CH2:5][CH2:6][CH2:7][CH2:8]1.